This data is from Full USPTO retrosynthesis dataset with 1.9M reactions from patents (1976-2016). The task is: Predict the reactants needed to synthesize the given product. (1) Given the product [CH3:35][O:36][C:2]1[CH:30]=[CH:29][C:28]([C:31]([F:33])([F:34])[F:32])=[CH:27][C:3]=1[C:4]([NH:6][CH2:7][C:8](=[O:26])[NH:9][CH:10]1[CH2:11][N:12]([CH:14]2[CH2:15][CH2:16][CH:17]([C:20]3[CH:25]=[CH:24][CH:23]=[CH:22][CH:21]=3)[CH2:18][CH2:19]2)[CH2:13]1)=[O:5], predict the reactants needed to synthesize it. The reactants are: F[C:2]1[CH:30]=[CH:29][C:28]([C:31]([F:34])([F:33])[F:32])=[CH:27][C:3]=1[C:4]([NH:6][CH2:7][C:8](=[O:26])[NH:9][CH:10]1[CH2:13][N:12]([CH:14]2[CH2:19][CH2:18][CH:17]([C:20]3[CH:25]=[CH:24][CH:23]=[CH:22][CH:21]=3)[CH2:16][CH2:15]2)[CH2:11]1)=[O:5].[CH3:35][O-:36].[Na+]. (2) Given the product [CH3:1][CH:2]1[CH2:7][CH2:6][CH2:5][CH:4]([CH2:8][CH2:9][CH:10]=[O:11])[CH2:3]1, predict the reactants needed to synthesize it. The reactants are: [CH3:1][CH:2]1[CH2:7][CH2:6][CH2:5][CH:4]([CH2:8][CH2:9][CH2:10][OH:11])[CH2:3]1.[Br-].[K+].Cl[O-].[Na+].